This data is from Blood-brain barrier permeability regression values from the B3DB database. The task is: Regression/Classification. Given a drug SMILES string, predict its absorption, distribution, metabolism, or excretion properties. Task type varies by dataset: regression for continuous measurements (e.g., permeability, clearance, half-life) or binary classification for categorical outcomes (e.g., BBB penetration, CYP inhibition). For this dataset (b3db_regression), we predict Y. (1) The compound is CCCC(C)C. The Y is 1.00 log(BB ratio). (2) The drug is C1CCC2=NN=NN2CC1. The Y is -0.0300 log(BB ratio). (3) The drug is C1C[C@H](NC1)C2=CN=CC=C2. The Y is 0.320 log(BB ratio). (4) The drug is CN(C)CCC1=CNC2=C1C=C(C=C2)CC3COC(=O)N3. The Y is -1.01 log(BB ratio). (5) The molecule is COC1=CC(=C(C=C1)C=C2CCCN=C2C3=CN=CC=C3)OC. The Y is 0.420 log(BB ratio).